The task is: Regression. Given two drug SMILES strings and cell line genomic features, predict the synergy score measuring deviation from expected non-interaction effect.. This data is from NCI-60 drug combinations with 297,098 pairs across 59 cell lines. Drug 1: C1=CC=C(C(=C1)C(C2=CC=C(C=C2)Cl)C(Cl)Cl)Cl. Drug 2: C1=NC2=C(N=C(N=C2N1C3C(C(C(O3)CO)O)F)Cl)N. Cell line: LOX IMVI. Synergy scores: CSS=-4.06, Synergy_ZIP=2.77, Synergy_Bliss=0.921, Synergy_Loewe=-0.442, Synergy_HSA=-2.56.